From a dataset of Reaction yield outcomes from USPTO patents with 853,638 reactions. Predict the reaction yield, written as a fraction of the theoretical maximum amount of product (1.0 means a 100% yield; for example, 0.34 means a 34% yield). (1) The reactants are C(C1NC=CC=1)(OC(C)(C)C)=O.[C:13]([O:17][C:18]([NH:20][C:21]1[CH:22]=[C:23]([C:27]([NH:29][C:30]2[CH:31]=[C:32]([C:36]([NH:38][C:39]3[CH:40]=[C:41]([C:45]([O:47]C)=[O:46])[N:42]([CH3:44])[CH:43]=3)=[O:37])[N:33]([CH3:35])[CH:34]=2)=[O:28])[N:24]([CH3:26])[CH:25]=1)=[O:19])([CH3:16])([CH3:15])[CH3:14].[OH-].[Na+]. The catalyst is CO.CCOCC. The product is [C:13]([O:17][C:18]([NH:20][C:21]1[CH:22]=[C:23]([C:27]([NH:29][C:30]2[CH:31]=[C:32]([C:36]([NH:38][C:39]3[CH:40]=[C:41]([C:45]([OH:47])=[O:46])[N:42]([CH3:44])[CH:43]=3)=[O:37])[N:33]([CH3:35])[CH:34]=2)=[O:28])[N:24]([CH3:26])[CH:25]=1)=[O:19])([CH3:16])([CH3:14])[CH3:15]. The yield is 0.740. (2) The product is [CH3:10][O:11][C:12]1[CH:17]=[CH:16][CH:15]=[CH:14][C:13]=1[C:2]1[N:3]=[CH:4][CH:5]=[CH:6][C:7]=1[C:8]#[N:9]. The yield is 0.660. The catalyst is Cl[Pd](Cl)([P](C1C=CC=CC=1)(C1C=CC=CC=1)C1C=CC=CC=1)[P](C1C=CC=CC=1)(C1C=CC=CC=1)C1C=CC=CC=1.C(OCC)(=O)C. The reactants are Cl[C:2]1[C:7]([C:8]#[N:9])=[CH:6][CH:5]=[CH:4][N:3]=1.[CH3:10][O:11][C:12]1[CH:17]=[CH:16][CH:15]=[CH:14][C:13]=1B(O)O.C(O)(C)C.C(=O)([O-])[O-].[Na+].[Na+]. (3) The reactants are [CH2:1]1[C:9]2[C:4](=[CH:5][CH:6]=[CH:7][CH:8]=2)[CH2:3][CH:2]1[C@H:10]1[NH:15][C:14](=[O:16])[C@@H:13]([C@@H:17]([CH3:20])[CH2:18][CH3:19])[N:12]([CH:21]([C:39]2[CH:40]=[N:41][C:42]([CH3:46])=[CH:43][C:44]=2[CH3:45])[C:22]([NH:24][C:25]2[CH:30]=[CH:29][CH:28]=[CH:27][C:26]=2[O:31]CC2C=CC=CC=2)=[O:23])[C:11]1=[O:47]. The catalyst is C(O)C.[Pd]. The product is [CH2:1]1[C:9]2[C:4](=[CH:5][CH:6]=[CH:7][CH:8]=2)[CH2:3][CH:2]1[C@H:10]1[NH:15][C:14](=[O:16])[C@@H:13]([C@@H:17]([CH3:20])[CH2:18][CH3:19])[N:12]([CH:21]([C:39]2[CH:40]=[N:41][C:42]([CH3:46])=[CH:43][C:44]=2[CH3:45])[C:22]([NH:24][C:25]2[CH:30]=[CH:29][CH:28]=[CH:27][C:26]=2[OH:31])=[O:23])[C:11]1=[O:47]. The yield is 0.870. (4) The reactants are [C:1]([NH2:4])(=[S:3])[CH3:2].Br[CH2:6][C:7]([C:9]1[CH:14]=[CH:13][C:12]([O:15][CH3:16])=[CH:11][CH:10]=1)=O. The catalyst is O. The product is [CH3:16][O:15][C:12]1[CH:13]=[CH:14][C:9]([C:7]2[N:4]=[C:1]([CH3:2])[S:3][CH:6]=2)=[CH:10][CH:11]=1. The yield is 0.690. (5) The reactants are [Cl:1][C:2]1[N:7]=[C:6]([Cl:8])[C:5]([O:9]C)=[C:4]([Cl:11])[N:3]=1.B(Br)(Br)Br. The catalyst is C(Cl)Cl.CO.O. The product is [Cl:1][C:2]1[N:7]=[C:6]([Cl:8])[C:5]([OH:9])=[C:4]([Cl:11])[N:3]=1. The yield is 0.710.